Dataset: Forward reaction prediction with 1.9M reactions from USPTO patents (1976-2016). Task: Predict the product of the given reaction. (1) Given the reactants O[N:2]=[CH:3][C@@H:4]([N:6]([CH2:12][C:13]1[CH:18]=[CH:17][C:16]([C:19]2[CH:24]=[CH:23][CH:22]=[CH:21][C:20]=2[C:25]2[N:29]([C:30]([C:43]3[CH:48]=[CH:47][CH:46]=[CH:45][CH:44]=3)([C:37]3[CH:42]=[CH:41][CH:40]=[CH:39][CH:38]=3)[C:31]3[CH:36]=[CH:35][CH:34]=[CH:33][CH:32]=3)[N:28]=[N:27][N:26]=2)=[CH:15][CH:14]=1)[C:7](=[O:11])[CH2:8][CH2:9][CH3:10])[CH3:5].C([BH3-])#N.[Na+].C([O-])(=O)C.[NH4+].[OH-].[NH4+], predict the reaction product. The product is: [NH2:2][CH2:3][C@@H:4]([N:6]([CH2:12][C:13]1[CH:14]=[CH:15][C:16]([C:19]2[CH:24]=[CH:23][CH:22]=[CH:21][C:20]=2[C:25]2[N:29]([C:30]([C:31]3[CH:36]=[CH:35][CH:34]=[CH:33][CH:32]=3)([C:43]3[CH:44]=[CH:45][CH:46]=[CH:47][CH:48]=3)[C:37]3[CH:38]=[CH:39][CH:40]=[CH:41][CH:42]=3)[N:28]=[N:27][N:26]=2)=[CH:17][CH:18]=1)[C:7](=[O:11])[CH2:8][CH2:9][CH3:10])[CH3:5]. (2) Given the reactants [CH3:1][C:2]1[CH:7]=[C:6]([O:8][CH3:9])[CH:5]=[CH:4][C:3]=1[N:10]1[CH2:14][CH2:13][CH2:12][C:11]1=[NH:15].[CH2:16]([O:18][C:19](=[O:23])[C:20]#[C:21][CH3:22])[CH3:17], predict the reaction product. The product is: [CH2:16]([O:18][C:19](=[O:23])[CH:20]=[C:21](/[N:15]=[C:11]1/[N:10]([C:3]2[CH:4]=[CH:5][C:6]([O:8][CH3:9])=[CH:7][C:2]=2[CH3:1])[CH2:14][CH2:13][CH2:12]/1)[CH3:22])[CH3:17]. (3) Given the reactants [N:1]([C:4]1[CH:12]=[C:11]([F:13])[C:10]([F:14])=[CH:9][C:5]=1[C:6]([OH:8])=O)=[N+:2]=[N-:3].[Cl:15][C:16]1[CH:22]=[CH:21][C:19]([NH2:20])=[CH:18][CH:17]=1, predict the reaction product. The product is: [N:1]([C:4]1[CH:12]=[C:11]([F:13])[C:10]([F:14])=[CH:9][C:5]=1[C:6]([NH:20][C:19]1[CH:21]=[CH:22][C:16]([Cl:15])=[CH:17][CH:18]=1)=[O:8])=[N+:2]=[N-:3]. (4) Given the reactants [C:1]([O:5][C:6]([N:8]1[C@H:12]([CH2:13][C:14]2[CH:19]=[CH:18][C:17]([C:20]3[CH:25]=[CH:24][CH:23]=[CH:22][CH:21]=3)=[CH:16][CH:15]=2)[CH2:11][C@@H:10]([CH3:26])[C:9]1=[O:27])=[O:7])([CH3:4])([CH3:3])[CH3:2].[OH-].[Li+].P(=O)(O)(O)[OH:31], predict the reaction product. The product is: [C:17]1([C:20]2[CH:21]=[CH:22][CH:23]=[CH:24][CH:25]=2)[CH:16]=[CH:15][C:14]([CH2:13][C@@H:12]([NH:8][C:6]([O:5][C:1]([CH3:4])([CH3:3])[CH3:2])=[O:7])[CH2:11][C@@H:10]([CH3:26])[C:9]([OH:27])=[O:31])=[CH:19][CH:18]=1. (5) Given the reactants [C:1]([O:5][C:6]([N:8]1[CH2:13][CH2:12][NH:11][CH:10]([CH3:14])[CH2:9]1)=[O:7])([CH3:4])([CH3:3])[CH3:2].Cl[C:16]1[CH:23]=[CH:22][C:19]([C:20]#[N:21])=[CH:18][N:17]=1.C(=O)([O-])[O-].[K+].[K+], predict the reaction product. The product is: [C:20]([C:19]1[CH:22]=[CH:23][C:16]([N:11]2[CH2:12][CH2:13][N:8]([C:6]([O:5][C:1]([CH3:4])([CH3:2])[CH3:3])=[O:7])[CH2:9][CH:10]2[CH3:14])=[N:17][CH:18]=1)#[N:21]. (6) Given the reactants [Br:1][C:2]1[CH:3]=[C:4]([CH:8]=[CH:9][C:10]=1[OH:11])[C:5]([OH:7])=[O:6].Cl.[CH3:13]O, predict the reaction product. The product is: [Br:1][C:2]1[CH:3]=[C:4]([CH:8]=[CH:9][C:10]=1[OH:11])[C:5]([O:7][CH3:13])=[O:6].